Dataset: NCI-60 drug combinations with 297,098 pairs across 59 cell lines. Task: Regression. Given two drug SMILES strings and cell line genomic features, predict the synergy score measuring deviation from expected non-interaction effect. (1) Drug 1: COC1=C(C=C2C(=C1)N=CN=C2NC3=CC(=C(C=C3)F)Cl)OCCCN4CCOCC4. Drug 2: CCCS(=O)(=O)NC1=C(C(=C(C=C1)F)C(=O)C2=CNC3=C2C=C(C=N3)C4=CC=C(C=C4)Cl)F. Cell line: PC-3. Synergy scores: CSS=9.26, Synergy_ZIP=-3.25, Synergy_Bliss=-1.69, Synergy_Loewe=-6.89, Synergy_HSA=-2.94. (2) Drug 1: CC1OCC2C(O1)C(C(C(O2)OC3C4COC(=O)C4C(C5=CC6=C(C=C35)OCO6)C7=CC(=C(C(=C7)OC)O)OC)O)O. Drug 2: C1C(C(OC1N2C=NC3=C(N=C(N=C32)Cl)N)CO)O. Cell line: TK-10. Synergy scores: CSS=19.3, Synergy_ZIP=-7.76, Synergy_Bliss=-6.43, Synergy_Loewe=-8.30, Synergy_HSA=-7.36. (3) Drug 1: CCCCCOC(=O)NC1=NC(=O)N(C=C1F)C2C(C(C(O2)C)O)O. Drug 2: C(CCl)NC(=O)N(CCCl)N=O. Cell line: UO-31. Synergy scores: CSS=-4.25, Synergy_ZIP=1.51, Synergy_Bliss=1.14, Synergy_Loewe=-4.21, Synergy_HSA=-4.29. (4) Drug 1: COC1=C(C=C2C(=C1)N=CN=C2NC3=CC(=C(C=C3)F)Cl)OCCCN4CCOCC4. Drug 2: C1=NNC2=C1C(=O)NC=N2. Cell line: CAKI-1. Synergy scores: CSS=47.9, Synergy_ZIP=-6.32, Synergy_Bliss=-6.52, Synergy_Loewe=-10.5, Synergy_HSA=-1.51. (5) Drug 1: C1CC(C1)(C(=O)O)C(=O)O.[NH2-].[NH2-].[Pt+2]. Drug 2: C#CCC(CC1=CN=C2C(=N1)C(=NC(=N2)N)N)C3=CC=C(C=C3)C(=O)NC(CCC(=O)O)C(=O)O. Cell line: OVCAR-8. Synergy scores: CSS=39.8, Synergy_ZIP=0.656, Synergy_Bliss=-1.55, Synergy_Loewe=-10.6, Synergy_HSA=-1.13. (6) Drug 1: CC1=C(C=C(C=C1)C(=O)NC2=CC(=CC(=C2)C(F)(F)F)N3C=C(N=C3)C)NC4=NC=CC(=N4)C5=CN=CC=C5. Drug 2: CN(CCCl)CCCl.Cl. Cell line: MDA-MB-435. Synergy scores: CSS=10.1, Synergy_ZIP=-2.38, Synergy_Bliss=1.44, Synergy_Loewe=-3.57, Synergy_HSA=-0.899.